This data is from Full USPTO retrosynthesis dataset with 1.9M reactions from patents (1976-2016). The task is: Predict the reactants needed to synthesize the given product. (1) Given the product [CH3:13][O:12][C:10]1[C:9]([O:14][CH3:15])=[C:8]2[C:3]([CH2:4][CH2:5][NH:6][CH:7]2[C:16]2[CH:21]=[CH:20][CH:19]=[CH:18][CH:17]=2)=[CH:2][CH:11]=1, predict the reactants needed to synthesize it. The reactants are: Br[C:2]1[CH:11]=[C:10]([O:12][CH3:13])[C:9]([O:14][CH3:15])=[C:8]2[C:3]=1[CH2:4][CH2:5][N:6]=[C:7]2[C:16]1[CH:21]=[CH:20][CH:19]=[CH:18][CH:17]=1.CCO.C[O-].[Na+]. (2) The reactants are: C([O:8][C:9]1[CH:17]=[C:16]2[C:12]([C@H:13]([CH2:25][Cl:26])[CH2:14][N:15]2[C:18]([O:20][C:21]([CH3:24])([CH3:23])[CH3:22])=[O:19])=[C:11]2[C:27]([CH3:30])=[CH:28][S:29][C:10]=12)C1C=CC=CC=1.C([O-])=O.[NH4+]. Given the product [Cl:26][CH2:25][C@H:13]1[C:12]2[C:16](=[CH:17][C:9]([OH:8])=[C:10]3[S:29][CH:28]=[C:27]([CH3:30])[C:11]3=2)[N:15]([C:18]([O:20][C:21]([CH3:24])([CH3:23])[CH3:22])=[O:19])[CH2:14]1, predict the reactants needed to synthesize it. (3) The reactants are: [N:1]([CH2:4][CH2:5][O:6][CH2:7][CH2:8][O:9][CH2:10][CH2:11][O:12][CH2:13][CH2:14][NH2:15])=[N+:2]=[N-:3].[CH2:16]([O:23][C:24]1[CH:25]=[C:26]([CH:30]=[C:31]([C:41](=[O:108])[NH:42][C@H:43]2[CH2:54][O:53][C:52](=[O:55])[C@@H:51]([NH:56][C:57](=[O:80])[C:58]3[CH:63]=[CH:62][CH:61]=[C:60]([O:64][CH2:65][C:66]4[CH:71]=[CH:70][CH:69]=[CH:68][CH:67]=4)[C:59]=3[O:72][CH2:73][C:74]3[CH:79]=[CH:78][CH:77]=[CH:76][CH:75]=3)[CH2:50][O:49][C:48](=[O:81])[C@@H:47]([NH:82][C:83](=[O:106])[C:84]3[CH:89]=[CH:88][CH:87]=[C:86]([O:90][CH2:91][C:92]4[CH:97]=[CH:96][CH:95]=[CH:94][CH:93]=4)[C:85]=3[O:98][CH2:99][C:100]3[CH:105]=[CH:104][CH:103]=[CH:102][CH:101]=3)[CH2:46][O:45][C:44]2=[O:107])[C:32]=1[O:33][CH2:34][C:35]1[CH:40]=[CH:39][CH:38]=[CH:37][CH:36]=1)[C:27](O)=[O:28])[C:17]1[CH:22]=[CH:21][CH:20]=[CH:19][CH:18]=1.C1CN([P+](ON2N=NC3C=CC=NC2=3)(N2CCCC2)N2CCCC2)CC1.F[P-](F)(F)(F)(F)F.CCN(C(C)C)C(C)C. Given the product [N:1]([CH2:4][CH2:5][O:6][CH2:7][CH2:8][O:9][CH2:10][CH2:11][O:12][CH2:13][CH2:14][NH:15][C:27](=[O:28])[C:26]1[CH:25]=[C:24]([O:23][CH2:16][C:17]2[CH:22]=[CH:21][CH:20]=[CH:19][CH:18]=2)[C:32]([O:33][CH2:34][C:35]2[CH:36]=[CH:37][CH:38]=[CH:39][CH:40]=2)=[C:31]([C:41]([NH:42][C@H:43]2[CH2:54][O:53][C:52](=[O:55])[C@@H:51]([NH:56][C:57](=[O:80])[C:58]3[CH:63]=[CH:62][CH:61]=[C:60]([O:64][CH2:65][C:66]4[CH:71]=[CH:70][CH:69]=[CH:68][CH:67]=4)[C:59]=3[O:72][CH2:73][C:74]3[CH:75]=[CH:76][CH:77]=[CH:78][CH:79]=3)[CH2:50][O:49][C:48](=[O:81])[C@@H:47]([NH:82][C:83](=[O:106])[C:84]3[CH:89]=[CH:88][CH:87]=[C:86]([O:90][CH2:91][C:92]4[CH:97]=[CH:96][CH:95]=[CH:94][CH:93]=4)[C:85]=3[O:98][CH2:99][C:100]3[CH:101]=[CH:102][CH:103]=[CH:104][CH:105]=3)[CH2:46][O:45][C:44]2=[O:107])=[O:108])[CH:30]=1)=[N+:2]=[N-:3], predict the reactants needed to synthesize it. (4) The reactants are: [H-].[Na+].[CH3:3][O:4][C:5](=[O:32])[CH2:6][CH2:7][C:8]([C:30]#[N:31])([C:15]1[C:23]2[C:22]3[CH:24]=[CH:25][CH:26]=[CH:27][C:21]=3[O:20][C:19]=2[C:18]([O:28][CH3:29])=[CH:17][CH:16]=1)[CH2:9][CH2:10][C:11](OC)=[O:12]. Given the product [CH3:3][O:4][C:5]([CH:6]1[CH2:7][C:8]([C:30]#[N:31])([C:15]2[C:23]3[C:22]4[CH:24]=[CH:25][CH:26]=[CH:27][C:21]=4[O:20][C:19]=3[C:18]([O:28][CH3:29])=[CH:17][CH:16]=2)[CH2:9][CH2:10][C:11]1=[O:12])=[O:32], predict the reactants needed to synthesize it. (5) Given the product [C:3]([C:5]1[C:6](=[O:19])[N:7]([CH2:26][CH:27]([CH3:29])[CH3:28])[N:8]=[C:9]([C:11]2[CH:16]=[CH:15][C:14]([S:17][CH3:18])=[CH:13][CH:12]=2)[CH:10]=1)([OH:2])=[O:4], predict the reactants needed to synthesize it. The reactants are: C[O:2][C:3]([C:5]1[C:6](=[O:19])[NH:7][N:8]=[C:9]([C:11]2[CH:16]=[CH:15][C:14]([S:17][CH3:18])=[CH:13][CH:12]=2)[CH:10]=1)=[O:4].C(=O)([O-])[O-].[K+].[K+].[CH2:26](Br)[CH:27]([CH3:29])[CH3:28].C(=O)([O-])O.[Na+].